Dataset: Forward reaction prediction with 1.9M reactions from USPTO patents (1976-2016). Task: Predict the product of the given reaction. (1) Given the reactants [N:1]1[C:8]([Cl:9])=[N:7][C:5](Cl)=[N:4][C:2]=1[Cl:3].[CH3:10][CH:11]1[CH2:16][O:15][CH2:14][CH:13]([CH3:17])[NH:12]1, predict the reaction product. The product is: [Cl:9][C:8]1[N:1]=[C:2]([Cl:3])[N:4]=[C:5]([N:12]2[CH:13]([CH3:17])[CH2:14][O:15][CH2:16][CH:11]2[CH3:10])[N:7]=1. (2) Given the reactants [CH2:1]([O:8][C:9]1[CH:15]=[CH:14][C:12]([NH2:13])=[CH:11][CH:10]=1)[C:2]1[CH:7]=[CH:6][CH:5]=[CH:4][CH:3]=1.[C:16]1(=O)[O:20][CH2:19][CH2:18][CH2:17]1.Cl, predict the reaction product. The product is: [CH2:1]([O:8][C:9]1[CH:10]=[CH:11][C:12]([N:13]2[CH2:16][CH2:17][CH2:18][C:19]2=[O:20])=[CH:14][CH:15]=1)[C:2]1[CH:3]=[CH:4][CH:5]=[CH:6][CH:7]=1. (3) Given the reactants [F:1][C:2]1[CH:7]=[C:6]([CH3:8])[CH:5]=[CH:4][C:3]=1[NH:9][C:10]1[C:19]2[C:14](=[CH:15][C:16]([O:27][CH3:28])=[C:17]([N:20]3[CH2:25][CH2:24][N:23]([CH3:26])[CH2:22][CH2:21]3)[CH:18]=2)[N:13]=[N:12][C:11]=1[C:29]#[N:30].[OH-].[K+].C([OH:37])(C)(C)C, predict the reaction product. The product is: [F:1][C:2]1[CH:7]=[C:6]([CH3:8])[CH:5]=[CH:4][C:3]=1[NH:9][C:10]1[C:19]2[C:14](=[CH:15][C:16]([O:27][CH3:28])=[C:17]([N:20]3[CH2:25][CH2:24][N:23]([CH3:26])[CH2:22][CH2:21]3)[CH:18]=2)[N:13]=[N:12][C:11]=1[C:29]([NH2:30])=[O:37]. (4) Given the reactants [F:1][C:2]([F:31])([F:30])[C:3]1[CH:4]=[C:5]([N:9]2[CH2:14][CH2:13][CH:12]([C:15]([N:17]3[CH2:21][CH2:20][C@H:19]([NH:22]C(=O)OC(C)(C)C)[CH2:18]3)=[O:16])[CH2:11][CH2:10]2)[CH:6]=[CH:7][CH:8]=1.[F:32][C:33]([F:38])([F:37])[C:34]([OH:36])=[O:35], predict the reaction product. The product is: [F:32][C:33]([F:38])([F:37])[C:34]([OH:36])=[O:35].[F:32][C:33]([F:38])([F:37])[C:34]([OH:36])=[O:35].[F:31][C:2]([F:1])([F:30])[C:3]1[CH:4]=[C:5]([N:9]2[CH2:14][CH2:13][CH:12]([C:15]([N:17]3[CH2:21][CH2:20][C@H:19]([NH2:22])[CH2:18]3)=[O:16])[CH2:11][CH2:10]2)[CH:6]=[CH:7][CH:8]=1. (5) The product is: [C:29]([CH:28]([C:22]1[CH:23]=[CH:24][C:25]([CH3:27])=[CH:26][C:21]=1[CH3:20])[C:31](=[O:33])[CH3:32])#[N:30]. Given the reactants [Na].C1CCC(=C(F)CNCC2C=CC(F)=CC=2)CC1.[CH3:20][C:21]1[CH:26]=[C:25]([CH3:27])[CH:24]=[CH:23][C:22]=1[CH2:28][C:29]#[N:30].[C:31](OCC)(=[O:33])[CH3:32], predict the reaction product.